This data is from Catalyst prediction with 721,799 reactions and 888 catalyst types from USPTO. The task is: Predict which catalyst facilitates the given reaction. Reactant: [CH3:1][C:2]1[CH:9]=[CH:8][CH:7]=[C:6]([CH3:10])[C:3]=1[CH2:4][OH:5].N(C(OC(C)C)=O)=NC(OC(C)C)=O.O[C:26]1[CH:27]=[C:28]([CH2:32][C:33]([O:35][CH2:36][CH3:37])=[O:34])[CH:29]=[CH:30][CH:31]=1.C1(P(C2C=CC=CC=2)C2C=CC=CC=2)C=CC=CC=1. Product: [CH3:1][C:2]1[CH:9]=[CH:8][CH:7]=[C:6]([CH3:10])[C:3]=1[CH2:4][O:5][C:30]1[CH:29]=[C:28]([CH2:32][C:33]([O:35][CH2:36][CH3:37])=[O:34])[CH:27]=[CH:26][CH:31]=1. The catalyst class is: 116.